Dataset: Forward reaction prediction with 1.9M reactions from USPTO patents (1976-2016). Task: Predict the product of the given reaction. (1) Given the reactants [CH3:1][O:2][C:3]1[CH:8]=[CH:7][CH:6]=[CH:5][C:4]=1[CH:9]1[CH2:14][CH2:13][CH2:12][NH:11][CH2:10]1.[F:15][C:16]([F:21])([F:20])[C@@H:17]1[CH2:19][O:18]1, predict the reaction product. The product is: [F:15][C:16]([F:21])([F:20])[CH:17]([OH:18])[CH2:19][N:11]1[CH2:12][CH2:13][CH2:14][CH:9]([C:4]2[CH:5]=[CH:6][CH:7]=[CH:8][C:3]=2[O:2][CH3:1])[CH2:10]1. (2) Given the reactants Br[C:2]1[C:3](=[O:10])[N:4]([CH3:9])[CH:5]=[C:6]([Br:8])[CH:7]=1.[CH3:11][C:12]1[O:16][N:15]=[C:14]([NH2:17])[CH:13]=1.[O-]C1C=CC=CC=1.[Na+], predict the reaction product. The product is: [Br:8][C:6]1[CH:7]=[C:2]([NH:17][C:14]2[CH:13]=[C:12]([CH3:11])[O:16][N:15]=2)[C:3](=[O:10])[N:4]([CH3:9])[CH:5]=1. (3) The product is: [NH2:20][C:11]1[C:10]2[N:9]=[C:8]([CH2:21][O:22][CH2:23][CH3:24])[N:7]([CH2:6][C:5]([CH3:25])([O:4][CH2:3][CH2:2][NH:1][C:34](=[O:36])[CH3:35])[CH3:26])[C:19]=2[C:18]2[CH:17]=[CH:16][CH:15]=[CH:14][C:13]=2[N:12]=1. Given the reactants [NH2:1][CH2:2][CH2:3][O:4][C:5]([CH3:26])([CH3:25])[CH2:6][N:7]1[C:19]2[C:18]3[CH:17]=[CH:16][CH:15]=[CH:14][C:13]=3[N:12]=[C:11]([NH2:20])[C:10]=2[N:9]=[C:8]1[CH2:21][O:22][CH2:23][CH3:24].C(N(CC)CC)C.[C:34](Cl)(=[O:36])[CH3:35], predict the reaction product. (4) Given the reactants [CH:1]12[CH2:7][CH:4]([CH2:5][CH2:6]1)[CH2:3][CH:2]2[CH2:8][OH:9].O[C:11]1[CH:12]=[C:13]([CH:16]=[CH:17][CH:18]=1)[CH:14]=[O:15], predict the reaction product. The product is: [CH:1]12[CH2:7][CH:4]([CH2:5][CH2:6]1)[CH2:3][CH:2]2[CH2:8][O:9][C:11]1[CH:12]=[C:13]([CH:16]=[CH:17][CH:18]=1)[CH:14]=[O:15]. (5) Given the reactants [Cl:1][C:2]1[CH:7]=[CH:6][C:5]([C:8]2[C:13]([CH:14]=[O:15])=[CH:12][N:11]=[CH:10][CH:9]=2)=[C:4]([F:16])[CH:3]=1.[BH4-].[Na+], predict the reaction product. The product is: [Cl:1][C:2]1[CH:7]=[CH:6][C:5]([C:8]2[CH:9]=[CH:10][N:11]=[CH:12][C:13]=2[CH2:14][OH:15])=[C:4]([F:16])[CH:3]=1. (6) Given the reactants C([O:3][C:4](=[O:34])[CH2:5][C:6]1[N:14]2[C:9]([CH:10]=[C:11]([C:15]#[N:16])[CH:12]=[CH:13]2)=[C:8]([S:17][C:18]2[CH:23]=[CH:22][C:21]([S:24]([N:27]3[CH2:32][CH2:31][O:30][CH2:29][CH2:28]3)(=[O:26])=[O:25])=[CH:20][CH:19]=2)[C:7]=1[CH3:33])C.CO.O.[OH-].[Na+], predict the reaction product. The product is: [C:15]([C:11]1[CH:12]=[CH:13][N:14]2[C:9]([CH:10]=1)=[C:8]([S:17][C:18]1[CH:19]=[CH:20][C:21]([S:24]([N:27]3[CH2:28][CH2:29][O:30][CH2:31][CH2:32]3)(=[O:25])=[O:26])=[CH:22][CH:23]=1)[C:7]([CH3:33])=[C:6]2[CH2:5][C:4]([OH:34])=[O:3])#[N:16].